Dataset: Forward reaction prediction with 1.9M reactions from USPTO patents (1976-2016). Task: Predict the product of the given reaction. Given the reactants Br[C:2]1[CH:3]=[C:4]2[C:8](=[C:9]([CH3:11])[CH:10]=1)[NH:7][N:6]=[C:5]2[CH3:12].[C:13]([O-])([O-:15])=[O:14].[Na+].[Na+], predict the reaction product. The product is: [CH3:12][C:5]1[C:4]2[C:8](=[C:9]([CH3:11])[CH:10]=[C:2]([C:13]([OH:15])=[O:14])[CH:3]=2)[NH:7][N:6]=1.